Task: Binary Classification. Given a drug SMILES string, predict its activity (active/inactive) in a high-throughput screening assay against a specified biological target.. Dataset: HIV replication inhibition screening data with 41,000+ compounds from the AIDS Antiviral Screen (1) The result is 0 (inactive). The compound is CC1CCCN(N=Nc2ccc(C(O)(C(=O)OC3CN4CCC3CC4)c3ccccc3)cc2)C1. (2) The compound is CCCCCCCCCCCCCNC1=C(O)C(=O)c2ccccc2C1=O. The result is 0 (inactive). (3) The drug is COC1C=COC2(C)Oc3c(C)c(O)c4c(O)c(c(C=NN5CCCC5)c(O)c4c3C2=O)NC(=O)C(C)=CC=CC(C)C(O)C(C)C(O)C(C)C(OC(C)=O)C1C. The result is 0 (inactive). (4) The compound is S=C(NCCNC(=S)SSC(=S)NNc1ccccc1)SSC(=S)NNc1ccccc1. The result is 0 (inactive). (5) The drug is O=C(O)c1ccc(C2SCc3nc4ccccc4n32)cc1. The result is 0 (inactive).